Task: Predict the product of the given reaction.. Dataset: Forward reaction prediction with 1.9M reactions from USPTO patents (1976-2016) (1) Given the reactants [O:1]1[C:5]2[CH:6]=[CH:7][C:8]([N:10]([CH3:35])[C:11](=[O:34])[C@@H:12]([NH:20][C:21]([NH:23][S:24]([C:27]3[CH:32]=[CH:31][CH:30]=[CH:29][C:28]=3[Br:33])(=[O:26])=[O:25])=[O:22])[CH2:13][C:14]3[CH:19]=[CH:18][CH:17]=[CH:16][CH:15]=3)=[CH:9][C:4]=2[O:3][CH2:2]1.[C:36]([O-])([O-])=O.[K+].[K+].IC, predict the reaction product. The product is: [O:1]1[C:5]2[CH:6]=[CH:7][C:8]([N:10]([CH3:35])[C:11](=[O:34])[C@@H:12]([NH:20][C:21]([N:23]([S:24]([C:27]3[CH:32]=[CH:31][CH:30]=[CH:29][C:28]=3[Br:33])(=[O:26])=[O:25])[CH3:36])=[O:22])[CH2:13][C:14]3[CH:19]=[CH:18][CH:17]=[CH:16][CH:15]=3)=[CH:9][C:4]=2[O:3][CH2:2]1. (2) Given the reactants [CH2:1]([O:4][CH2:5][N:6]1[C:14](=[O:15])[C:13]2[C:8](=[CH:9][CH:10]=[CH:11][CH:12]=2)[C:7]1=[O:16])[CH:2]=[CH2:3].[Cl:17][CH2:18][C:19](=[O:24])[C:20](Cl)=[N:21][OH:22].C(=O)([O-])[O-].[Na+].[Na+], predict the reaction product. The product is: [Cl:17][CH2:18][C:19]([C:20]1[CH2:3][CH:2]([CH2:1][O:4][CH2:5][N:6]2[C:14](=[O:15])[C:13]3[C:8](=[CH:9][CH:10]=[CH:11][CH:12]=3)[C:7]2=[O:16])[O:22][N:21]=1)=[O:24]. (3) Given the reactants [C:1]1([CH2:7][CH2:8][CH2:9][CH:10]([NH:20][C:21]([CH:23]2[CH2:28][CH2:27][N:26]([CH3:29])[CH2:25][CH2:24]2)=[O:22])[CH2:11][CH2:12][CH2:13][C:14]2[CH:19]=[CH:18][CH:17]=[CH:16][CH:15]=2)[CH:6]=[CH:5][CH:4]=[CH:3][CH:2]=1.[O:30]1C[C@@H:31]1[CH2:33][O:34][C:35]1[CH:44]=[CH:43][CH:42]=[C:41]2[C:36]=1[CH:37]=[CH:38][CH:39]=[N:40]2.[CH:45](O)(C)C, predict the reaction product. The product is: [C:1]1([CH2:7][CH2:8][CH2:9][CH:10]([NH:20][C:21]([CH:23]2[CH2:28][CH2:27][N:26]([CH2:29][CH:31]([OH:30])[CH2:33][O:34][C:35]3[CH:44]=[CH:43][CH:42]=[C:41]4[C:36]=3[CH:37]=[CH:38][CH:39]=[N:40]4)[C@H:25]([CH3:45])[CH2:24]2)=[O:22])[CH2:11][CH2:12][CH2:13][C:14]2[CH:15]=[CH:16][CH:17]=[CH:18][CH:19]=2)[CH:2]=[CH:3][CH:4]=[CH:5][CH:6]=1. (4) Given the reactants [Ni:1]([Br:3])[Br:2].COCCOC.[CH3:10][Si:11]([CH3:29])([CH3:28])[C:12]1[CH:13]=[CH:14][C:15]([C:18]2[CH:23]=[CH:22][C:21]([Si:24]([CH3:27])([CH3:26])[CH3:25])=[CH:20][N:19]=2)=[N:16][CH:17]=1, predict the reaction product. The product is: [Ni:1]([Br:3])[Br:2].[CH3:25][Si:24]([CH3:27])([CH3:26])[C:21]1[CH:22]=[CH:23][C:18]([C:15]2[CH:14]=[CH:13][C:12]([Si:11]([CH3:29])([CH3:28])[CH3:10])=[CH:17][N:16]=2)=[N:19][CH:20]=1. (5) Given the reactants [CH2:1]([O:3][C:4]([C:6]1[C:12]2[NH:13][C:14]3[CH:15]=[C:16]([O:20][CH2:21][CH2:22]CO)[CH:17]=[CH:18][C:19]=3[C:11]=2[C:10]([CH3:26])([CH3:25])[CH2:9][N:8]([C:27](=[O:36])[C:28]2[CH:33]=[CH:32][C:31]([F:34])=[C:30](F)[CH:29]=2)[CH:7]=1)=[O:5])[CH3:2].C(OC([C:42]1[C:48]2[NH:49][C:50]3[CH:51]=C(O)C=CC=3C=2C(C)(C)CN(C(=O)C2C=CC(F)=CC=2)C=1)=O)C.C(N(C(C)C)CC)(C)C.BrCCC[OH:81], predict the reaction product. The product is: [CH2:1]([O:3][C:4]([C:6]1[C:12]2[NH:13][C:14]3[CH:15]=[C:16]([O:20][CH2:21][CH2:22][N:49]4[CH2:48][CH2:42][O:81][CH2:51][CH2:50]4)[CH:17]=[CH:18][C:19]=3[C:11]=2[C:10]([CH3:26])([CH3:25])[CH2:9][N:8]([C:27](=[O:36])[C:28]2[CH:33]=[CH:32][C:31]([F:34])=[CH:30][CH:29]=2)[CH:7]=1)=[O:5])[CH3:2].